This data is from Reaction yield outcomes from USPTO patents with 853,638 reactions. The task is: Predict the reaction yield, written as a fraction of the theoretical maximum amount of product (1.0 means a 100% yield; for example, 0.34 means a 34% yield). (1) The reactants are [F:1][C:2]1[CH:3]=[C:4]2[C:9](=[CH:10][CH:11]=1)[N:8]=[CH:7][CH:6]=[C:5]2[C:12]1[CH2:17][CH2:16][CH:15]([CH2:18][C:19]([O:21][CH2:22][CH3:23])=[O:20])[CH2:14][CH:13]=1.C([O-])=O.[NH4+]. The catalyst is CO.[Pd]. The product is [F:1][C:2]1[CH:3]=[C:4]2[C:9](=[CH:10][CH:11]=1)[N:8]=[CH:7][CH:6]=[C:5]2[CH:12]1[CH2:13][CH2:14][CH:15]([CH2:18][C:19]([O:21][CH2:22][CH3:23])=[O:20])[CH2:16][CH2:17]1. The yield is 0.990. (2) The reactants are CS(C)=O.[CH3:5][C:6]1[CH:7]=[CH:8][C:9]([O:12][CH2:13][C:14]2[CH:19]=[CH:18][C:17](/[CH:20]=[CH:21]/[N+:22]([O-:24])=[O:23])=[CH:16][CH:15]=2)=[N:10][CH:11]=1.C(O)(=O)C.[BH4-].[Na+]. The catalyst is O. The product is [CH3:5][C:6]1[CH:7]=[CH:8][C:9]([O:12][CH2:13][C:14]2[CH:19]=[CH:18][C:17]([CH2:20][CH2:21][N+:22]([O-:24])=[O:23])=[CH:16][CH:15]=2)=[N:10][CH:11]=1. The yield is 0.543. (3) The reactants are [CH3:1][C:2]1([CH3:16])[CH2:10][C:9]2[NH:8][N:7]=[C:6]([C:11]([F:14])([F:13])[F:12])[C:5]=2[C:4](=[O:15])[CH2:3]1.[H-].[Na+].[OH:19][CH:20]([CH2:32][OH:33])[CH2:21][NH:22][C:23]1[CH:30]=[C:29](F)[CH:28]=[CH:27][C:24]=1[C:25]#[N:26].[NH4+].[Cl-]. The catalyst is CC(N(C)C)=O. The product is [OH:19][CH:20]([CH2:32][OH:33])[CH2:21][NH:22][C:23]1[CH:30]=[C:29]([N:8]2[C:9]3[CH2:10][C:2]([CH3:16])([CH3:1])[CH2:3][C:4](=[O:15])[C:5]=3[C:6]([C:11]([F:14])([F:13])[F:12])=[N:7]2)[CH:28]=[CH:27][C:24]=1[C:25]#[N:26]. The yield is 0.970.